This data is from Forward reaction prediction with 1.9M reactions from USPTO patents (1976-2016). The task is: Predict the product of the given reaction. (1) Given the reactants [Li]CCCC.[O:6]1[CH:10]=[CH:9][N:8]=[CH:7]1.[C:11]([C:15]1[CH:20]=[CH:19][C:18]([S:21]([NH:24][C:25]2[CH:30]=[CH:29][C:28]([Cl:31])=[CH:27][C:26]=2[N:32]2[C:36]([CH3:37])=[C:35](I)[N:34]=[N:33]2)(=[O:23])=[O:22])=[CH:17][CH:16]=1)([CH3:14])([CH3:13])[CH3:12], predict the reaction product. The product is: [C:11]([C:15]1[CH:20]=[CH:19][C:18]([S:21]([NH:24][C:25]2[CH:30]=[CH:29][C:28]([Cl:31])=[CH:27][C:26]=2[N:32]2[C:36]([CH3:37])=[C:35]([C:7]3[O:6][CH:10]=[CH:9][N:8]=3)[N:34]=[N:33]2)(=[O:23])=[O:22])=[CH:17][CH:16]=1)([CH3:14])([CH3:13])[CH3:12]. (2) Given the reactants [F:1][C:2]([F:16])([F:15])[C:3]1[S:7][C:6]2[CH:8]=[CH:9][CH:10]=[CH:11][C:5]=2[C:4]=1[C:12](Cl)=[O:13].O1CCOCC1.[NH3:23].O, predict the reaction product. The product is: [F:1][C:2]([F:16])([F:15])[C:3]1[S:7][C:6]2[CH:8]=[CH:9][CH:10]=[CH:11][C:5]=2[C:4]=1[C:12]([NH2:23])=[O:13]. (3) Given the reactants C([O:3][P:4]([CH2:9][CH2:10][CH2:11][O:12][CH2:13][C@H:14]([CH3:53])[NH:15][C:16](=[O:52])[C@@H:17]([NH2:51])[CH2:18][S:19][CH2:20][C@H:21]([O:37][C:38](=[O:50])[CH2:39][CH2:40][CH2:41][CH2:42][CH2:43][CH2:44][CH2:45][CH2:46][CH2:47][CH2:48][CH3:49])[CH2:22][O:23][C:24](=[O:36])[CH2:25][CH2:26][CH2:27][CH2:28][CH2:29][CH2:30][CH2:31][CH2:32][CH2:33][CH2:34][CH3:35])(=[O:8])[O:5]CC)C.C[Si](Br)(C)C, predict the reaction product. The product is: [NH2:51][C@@H:17]([CH2:18][S:19][CH2:20][C@H:21]([O:37][C:38](=[O:50])[CH2:39][CH2:40][CH2:41][CH2:42][CH2:43][CH2:44][CH2:45][CH2:46][CH2:47][CH2:48][CH3:49])[CH2:22][O:23][C:24](=[O:36])[CH2:25][CH2:26][CH2:27][CH2:28][CH2:29][CH2:30][CH2:31][CH2:32][CH2:33][CH2:34][CH3:35])[C:16](=[O:52])[NH:15][C@@H:14]([CH3:53])[CH2:13][O:12][CH2:11][CH2:10][CH2:9][P:4](=[O:3])([OH:8])[OH:5]. (4) The product is: [Br:1][C:2]1[CH:8]=[CH:7][C:5]([NH:6][CH:17]2[CH:18]3[CH2:21][CH2:22][N:15]([CH2:20][CH2:19]3)[CH2:16]2)=[C:4]([CH2:9][CH:10]([O:13][CH3:14])[O:11][CH3:12])[CH:3]=1. Given the reactants [Br:1][C:2]1[CH:8]=[CH:7][C:5]([NH2:6])=[C:4]([CH2:9][CH:10]([O:13][CH3:14])[O:11][CH3:12])[CH:3]=1.[N:15]12[CH2:22][CH2:21][CH:18]([CH2:19][CH2:20]1)[C:17](=O)[CH2:16]2.S([O-])([O-])(=O)=O.[Na+].[Na+].C(O[BH-](OC(=O)C)OC(=O)C)(=O)C.[Na+], predict the reaction product. (5) Given the reactants [CH:1]1[C:13]2[C:12](=[CH:14][C:15]([NH:17][CH2:18][CH2:19][CH2:20][CH2:21][CH2:22][C:23](O)=[O:24])=[O:16])[C:11]3[C:6](=[CH:7][CH:8]=[CH:9][CH:10]=3)[C:5]=2[CH:4]=[CH:3][CH:2]=1.Cl.C(N=C=NCCCN(C)C)C.OC1C2N=NNC=2C=CC=1.C(N(CC)CC)C.[CH3:55][O:56][C:57]1[CH:62]=[CH:61][C:60]([NH2:63])=[C:59]([NH2:64])[CH:58]=1, predict the reaction product. The product is: [CH:10]1[C:11]2[C:12](=[CH:14][C:15]([NH:17][CH2:18][CH2:19][CH2:20][CH2:21][CH2:22][C:23]([NH:63][C:60]3[CH:61]=[CH:62][C:57]([O:56][CH3:55])=[CH:58][C:59]=3[NH2:64])=[O:24])=[O:16])[C:13]3[C:5](=[CH:4][CH:3]=[CH:2][CH:1]=3)[C:6]=2[CH:7]=[CH:8][CH:9]=1.